From a dataset of Forward reaction prediction with 1.9M reactions from USPTO patents (1976-2016). Predict the product of the given reaction. (1) Given the reactants [NH2:1][C:2]1[S:12][C:5]2[CH2:6][O:7][C:8]([CH3:11])([CH3:10])[CH2:9][C:4]=2[C:3]=1[C:13]([O:15][C:16]([CH3:19])([CH3:18])[CH3:17])=[O:14].[CH3:20][O:21][C:22]1[CH:23]=[C:24]([CH:30]=[CH:31][CH:32]=1)[C:25]([N:27]=[C:28]=[S:29])=[O:26], predict the reaction product. The product is: [C:16]([O:15][C:13]([C:3]1[C:4]2[CH2:9][C:8]([CH3:11])([CH3:10])[O:7][CH2:6][C:5]=2[S:12][C:2]=1[NH:1][C:28]([NH:27][C:25](=[O:26])[C:24]1[CH:30]=[CH:31][CH:32]=[C:22]([O:21][CH3:20])[CH:23]=1)=[S:29])=[O:14])([CH3:19])([CH3:18])[CH3:17]. (2) Given the reactants [NH2:1][C:2]1[CH:7]=[CH:6][CH:5]=[CH:4][C:3]=1[C:8]1[CH:9]=[C:10]2[C:15](=[CH:16][CH:17]=1)[CH:14]=[C:13]([O:18][CH3:19])[C:12]([O:20][CH3:21])=[CH:11]2.[N:22]([O-])=O.[Na+].C(OCC)(=O)C, predict the reaction product. The product is: [CH3:19][O:18][C:13]1[C:12]([O:20][CH3:21])=[CH:11][C:10]2[C:15]([CH:14]=1)=[CH:16][CH:17]=[C:8]1[C:9]=2[N:22]=[N:1][C:2]2[CH:7]=[CH:6][CH:5]=[CH:4][C:3]1=2. (3) Given the reactants CCCCCC.[Li+].CCC[CH2-].[CH2:12]([N:19]1[CH2:23][CH2:22][C@:21]([C:34]2[CH:39]=[CH:38][C:37](Br)=[C:36]([F:41])[CH:35]=2)([S:24]([C:27]2[CH:32]=[CH:31][C:30]([F:33])=[CH:29][CH:28]=2)(=[O:26])=[O:25])[CH2:20]1)[C:13]1[CH:18]=[CH:17][CH:16]=[CH:15][CH:14]=1.[C:42]([C:46]([C:48]([F:51])([F:50])[F:49])=[O:47])([F:45])([F:44])[F:43], predict the reaction product. The product is: [CH2:12]([N:19]1[CH2:23][CH2:22][C@:21]([C:34]2[CH:39]=[CH:38][C:37]([C:46]([OH:47])([C:48]([F:51])([F:50])[F:49])[C:42]([F:45])([F:44])[F:43])=[C:36]([F:41])[CH:35]=2)([S:24]([C:27]2[CH:32]=[CH:31][C:30]([F:33])=[CH:29][CH:28]=2)(=[O:26])=[O:25])[CH2:20]1)[C:13]1[CH:18]=[CH:17][CH:16]=[CH:15][CH:14]=1. (4) The product is: [CH2:1]([O:3][C:4](=[O:20])[CH2:5][CH2:6][C:7]1[CH:12]=[CH:11][CH:10]=[C:9]([CH2:13][CH2:14][C:15]([O:17][CH2:18][CH3:19])=[O:16])[CH:8]=1)[CH3:2]. Given the reactants [CH2:1]([O:3][C:4](=[O:20])[CH:5]=[CH:6][C:7]1[CH:12]=[CH:11][CH:10]=[C:9]([CH:13]=[CH:14][C:15]([O:17][CH2:18][CH3:19])=[O:16])[CH:8]=1)[CH3:2], predict the reaction product. (5) Given the reactants [Cl:1][C:2]1[C:3]([O:12][C:13]2[CH:19]=[CH:18][C:16]([NH2:17])=[CH:15][CH:14]=2)=[N:4][CH:5]=[C:6]([C:8]([F:11])([F:10])[F:9])[CH:7]=1.C(N(CC)CC)C.Cl.[Cl:28][C:29]1[C:34]([C:35](Cl)=[O:36])=[CH:33][N:32]=[CH:31][CH:30]=1.O, predict the reaction product. The product is: [Cl:1][C:2]1[C:3]([O:12][C:13]2[CH:19]=[CH:18][C:16]([NH:17][C:35](=[O:36])[C:34]3[C:29]([Cl:28])=[CH:30][CH:31]=[N:32][CH:33]=3)=[CH:15][CH:14]=2)=[N:4][CH:5]=[C:6]([C:8]([F:11])([F:9])[F:10])[CH:7]=1. (6) The product is: [N:1]([C@H:16]1[CH2:17][N:18]([C:25]([O:27][CH2:28][C:29]2[CH:30]=[CH:31][CH:32]=[CH:33][CH:34]=2)=[O:26])[C@@H:19]([C:21]([O:23][CH3:24])=[O:22])[CH2:20]1)=[N+:2]=[N-:3]. Given the reactants [N-:1]=[N+:2]=[N-:3].[Na+].CC1C=CC(S(O[C@H:16]2[CH2:20][C@H:19]([C:21]([O:23][CH3:24])=[O:22])[N:18]([C:25]([O:27][CH2:28][C:29]3[CH:34]=[CH:33][CH:32]=[CH:31][CH:30]=3)=[O:26])[CH2:17]2)(=O)=O)=CC=1, predict the reaction product.